From a dataset of NCI-60 drug combinations with 297,098 pairs across 59 cell lines. Regression. Given two drug SMILES strings and cell line genomic features, predict the synergy score measuring deviation from expected non-interaction effect. (1) Drug 1: CC1=C2C(C(=O)C3(C(CC4C(C3C(C(C2(C)C)(CC1OC(=O)C(C(C5=CC=CC=C5)NC(=O)C6=CC=CC=C6)O)O)OC(=O)C7=CC=CC=C7)(CO4)OC(=O)C)O)C)OC(=O)C. Drug 2: CC1C(C(CC(O1)OC2CC(CC3=C2C(=C4C(=C3O)C(=O)C5=CC=CC=C5C4=O)O)(C(=O)C)O)N)O. Cell line: MCF7. Synergy scores: CSS=46.3, Synergy_ZIP=-9.18, Synergy_Bliss=-9.19, Synergy_Loewe=-1.83, Synergy_HSA=0.155. (2) Drug 1: C1=C(C(=O)NC(=O)N1)N(CCCl)CCCl. Drug 2: CCCCC(=O)OCC(=O)C1(CC(C2=C(C1)C(=C3C(=C2O)C(=O)C4=C(C3=O)C=CC=C4OC)O)OC5CC(C(C(O5)C)O)NC(=O)C(F)(F)F)O. Cell line: NCI-H322M. Synergy scores: CSS=1.72, Synergy_ZIP=-0.0603, Synergy_Bliss=-0.0595, Synergy_Loewe=-1.65, Synergy_HSA=-1.55. (3) Drug 1: COC1=CC(=CC(=C1O)OC)C2C3C(COC3=O)C(C4=CC5=C(C=C24)OCO5)OC6C(C(C7C(O6)COC(O7)C8=CC=CS8)O)O. Drug 2: CC1CCCC2(C(O2)CC(NC(=O)CC(C(C(=O)C(C1O)C)(C)C)O)C(=CC3=CSC(=N3)C)C)C. Cell line: MALME-3M. Synergy scores: CSS=27.2, Synergy_ZIP=-6.92, Synergy_Bliss=1.29, Synergy_Loewe=-0.466, Synergy_HSA=-0.358. (4) Drug 1: CC1=C2C(C(=O)C3(C(CC4C(C3C(C(C2(C)C)(CC1OC(=O)C(C(C5=CC=CC=C5)NC(=O)OC(C)(C)C)O)O)OC(=O)C6=CC=CC=C6)(CO4)OC(=O)C)OC)C)OC. Drug 2: COC1=C(C=C2C(=C1)N=CN=C2NC3=CC(=C(C=C3)F)Cl)OCCCN4CCOCC4. Cell line: 786-0. Synergy scores: CSS=69.9, Synergy_ZIP=7.44, Synergy_Bliss=6.86, Synergy_Loewe=9.38, Synergy_HSA=10.8. (5) Drug 1: CNC(=O)C1=CC=CC=C1SC2=CC3=C(C=C2)C(=NN3)C=CC4=CC=CC=N4. Drug 2: C1=NC(=NC(=O)N1C2C(C(C(O2)CO)O)O)N. Cell line: TK-10. Synergy scores: CSS=1.53, Synergy_ZIP=-0.749, Synergy_Bliss=0.629, Synergy_Loewe=-1.87, Synergy_HSA=-1.28. (6) Drug 1: CC1C(C(CC(O1)OC2CC(CC3=C2C(=C4C(=C3O)C(=O)C5=C(C4=O)C(=CC=C5)OC)O)(C(=O)C)O)N)O.Cl. Drug 2: C1=CC(=CC=C1CC(C(=O)O)N)N(CCCl)CCCl.Cl. Cell line: NCIH23. Synergy scores: CSS=28.6, Synergy_ZIP=-2.72, Synergy_Bliss=0.501, Synergy_Loewe=-17.7, Synergy_HSA=1.16. (7) Drug 1: C1=C(C(=O)NC(=O)N1)F. Drug 2: CC1=C2C(C(=O)C3(C(CC4C(C3C(C(C2(C)C)(CC1OC(=O)C(C(C5=CC=CC=C5)NC(=O)C6=CC=CC=C6)O)O)OC(=O)C7=CC=CC=C7)(CO4)OC(=O)C)O)C)OC(=O)C. Cell line: SF-268. Synergy scores: CSS=49.4, Synergy_ZIP=1.22, Synergy_Bliss=5.54, Synergy_Loewe=3.33, Synergy_HSA=5.14. (8) Drug 1: CCCCCOC(=O)NC1=NC(=O)N(C=C1F)C2C(C(C(O2)C)O)O. Drug 2: CC1CCC2CC(C(=CC=CC=CC(CC(C(=O)C(C(C(=CC(C(=O)CC(OC(=O)C3CCCCN3C(=O)C(=O)C1(O2)O)C(C)CC4CCC(C(C4)OC)O)C)C)O)OC)C)C)C)OC. Cell line: DU-145. Synergy scores: CSS=4.81, Synergy_ZIP=-4.55, Synergy_Bliss=-7.28, Synergy_Loewe=-9.12, Synergy_HSA=-4.93.